The task is: Predict the product of the given reaction.. This data is from Forward reaction prediction with 1.9M reactions from USPTO patents (1976-2016). (1) Given the reactants [F:1][C:2]1[CH:10]=[C:9]([C:11]([O:13][CH3:14])=[O:12])[CH:8]=[C:7]([F:15])[C:3]=1[C:4](O)=[O:5].C(Cl)(=O)C([Cl:19])=O.CN(C)C=O, predict the reaction product. The product is: [Cl:19][C:4]([C:3]1[C:2]([F:1])=[CH:10][C:9]([C:11]([O:13][CH3:14])=[O:12])=[CH:8][C:7]=1[F:15])=[O:5]. (2) The product is: [N+:9]([C:6]1[CH:7]=[CH:8][C:3]([C:1]#[N:2])=[CH:4][C:5]=1[NH:27][CH:24]1[CH2:23][CH2:22][N:21]([CH:18]2[CH2:19][CH2:20][O:15][CH2:16][CH2:17]2)[CH2:26][CH2:25]1)([O-:11])=[O:10]. Given the reactants [C:1]([C:3]1[CH:8]=[CH:7][C:6]([N+:9]([O-:11])=[O:10])=[C:5](F)[CH:4]=1)#[N:2].Cl.Cl.[O:15]1[CH2:20][CH2:19][CH:18]([N:21]2[CH2:26][CH2:25][CH:24]([NH2:27])[CH2:23][CH2:22]2)[CH2:17][CH2:16]1.C(N(C(C)C)CC)(C)C.CN(C)C=O, predict the reaction product. (3) Given the reactants [CH3:1][N:2]([CH3:12])[C@H:3]([C:9]([OH:11])=[O:10])[CH2:4][CH2:5][C:6]([OH:8])=[O:7].[S:13](=[O:17])(=[O:16])([OH:15])[OH:14], predict the reaction product. The product is: [S:13]([OH:17])([OH:16])(=[O:15])=[O:14].[CH3:12][N:2]([CH3:1])[C@H:3]([C:9]([OH:11])=[O:10])[CH2:4][CH2:5][C:6]([OH:8])=[O:7]. (4) The product is: [Cl:28][C:25]1[CH:24]=[CH:23][C:22]([O:21][C:15]2[CH:14]=[C:13]3[C:18]([C:19]([OH:20])=[C:10]([C:8]([NH:7][CH2:6][C:5]([CH3:31])([CH3:32])[C:4]([OH:33])=[O:3])=[O:9])[N:11]=[C:12]3[C:29]#[N:30])=[CH:17][CH:16]=2)=[CH:27][CH:26]=1. Given the reactants C([O:3][C:4](=[O:33])[C:5]([CH3:32])([CH3:31])[CH2:6][NH:7][C:8]([C:10]1[N:11]=[C:12]([C:29]#[N:30])[C:13]2[C:18]([C:19]=1[OH:20])=[CH:17][CH:16]=[C:15]([O:21][C:22]1[CH:27]=[CH:26][C:25]([Cl:28])=[CH:24][CH:23]=1)[CH:14]=2)=[O:9])C.O.CCOC(C)=O.Cl, predict the reaction product.